Task: Predict the product of the given reaction.. Dataset: Forward reaction prediction with 1.9M reactions from USPTO patents (1976-2016) (1) Given the reactants [CH2:1]([O:3][C:4](=[O:16])/[CH:5]=[CH:6]/[C:7]1[CH:12]=[CH:11][CH:10]=[CH:9][C:8]=1[N+:13]([O-:15])=[O:14])[CH3:2].[SH3+].[Br-].[CH2:19]([S+]1CCCC1)[C:20]1[CH:25]=[CH:24][CH:23]=[CH:22][CH:21]=1.[Li+].C[Si]([N-][Si](C)(C)C)(C)C, predict the reaction product. The product is: [CH2:1]([O:3][C:4]([C@@H:5]1[C@H:19]([C:20]2[CH:25]=[CH:24][CH:23]=[CH:22][CH:21]=2)[C@H:6]1[C:7]1[CH:12]=[CH:11][CH:10]=[CH:9][C:8]=1[N+:13]([O-:15])=[O:14])=[O:16])[CH3:2]. (2) The product is: [C:1]([N:8]1[CH2:13][CH2:12][CH:11]([CH2:14][O:15][S:16]([CH3:19])(=[O:18])=[O:17])[CH2:10][CH2:9]1)([O:3][C:4]([CH3:7])([CH3:6])[CH3:5])=[O:2]. Given the reactants [C:1]([N:8]1[CH2:13][CH2:12][CH:11]([CH2:14][OH:15])[CH2:10][CH2:9]1)([O:3][C:4]([CH3:7])([CH3:6])[CH3:5])=[O:2].[S:16](Cl)([CH3:19])(=[O:18])=[O:17], predict the reaction product. (3) Given the reactants CS(OC[C:7]1[O:11][C:10]([C:12]#[N:13])=[N:9][CH:8]=1)(=O)=O.[F:14][C:15]([F:31])([F:30])[CH2:16][NH:17][C:18]1[CH:25]=[CH:24][C:21]([C:22]#[N:23])=[C:20]([C:26]([F:29])([F:28])[F:27])[CH:19]=1.[CH3:32]S(OC)(=O)=O.C([O-])([O-])=O.[Cs+].[Cs+], predict the reaction product. The product is: [C:22]([C:21]1[CH:24]=[CH:25][C:18]([N:17]([CH2:32][C:8]2[N:9]=[C:10]([C:12]#[N:13])[O:11][CH:7]=2)[CH2:16][C:15]([F:30])([F:31])[F:14])=[CH:19][C:20]=1[C:26]([F:29])([F:27])[F:28])#[N:23].